From a dataset of hERG Central: cardiac toxicity at 1µM, 10µM, and general inhibition. Predict hERG channel inhibition at various concentrations. The drug is CCOc1ccc(S(=O)(=O)N(CC(=O)NCc2cccnc2)c2ccc(C)cc2)cc1. Results: hERG_inhib (hERG inhibition (general)): blocker.